From a dataset of Forward reaction prediction with 1.9M reactions from USPTO patents (1976-2016). Predict the product of the given reaction. (1) Given the reactants [Cl:1][Si](C)(C)C.[CH3:6][C:7]([CH3:15])([CH3:14])[C:8](=[O:13])[CH2:9][C:10](=[O:12])[CH3:11].CS(C)=O, predict the reaction product. The product is: [Cl:1][CH:9]([C:8](=[O:13])[C:7]([CH3:15])([CH3:14])[CH3:6])[C:10](=[O:12])[CH3:11]. (2) Given the reactants [OH-].[Li+].[CH2:3]([C@H:10]1[C:15](=[O:16])[N:14]([C@H:17]([CH2:23][CH2:24][CH3:25])[C:18]([O:20]CC)=[O:19])[C@H:13]([C:26]2[CH:31]=[CH:30][C:29]([Cl:32])=[CH:28][CH:27]=2)[C@H:12]([C:33]2[CH:38]=[CH:37][C:36]([Cl:39])=[CH:35][CH:34]=2)[O:11]1)[C:4]1[CH:9]=[CH:8][CH:7]=[CH:6][CH:5]=1.Cl, predict the reaction product. The product is: [CH2:3]([C@H:10]1[C:15](=[O:16])[N:14]([C@H:17]([CH2:23][CH2:24][CH3:25])[C:18]([OH:20])=[O:19])[C@H:13]([C:26]2[CH:31]=[CH:30][C:29]([Cl:32])=[CH:28][CH:27]=2)[C@H:12]([C:33]2[CH:38]=[CH:37][C:36]([Cl:39])=[CH:35][CH:34]=2)[O:11]1)[C:4]1[CH:5]=[CH:6][CH:7]=[CH:8][CH:9]=1. (3) Given the reactants I[C:2]1[CH:7]=[CH:6][N:5]=[C:4]2[S:8][C:9]([C:11]([O:13][CH2:14][CH3:15])=[O:12])=[CH:10][C:3]=12.[CH2:16]([NH2:24])[CH2:17][C:18]1[CH:23]=[CH:22][CH:21]=[CH:20][CH:19]=1.C(N(CC)CC)C.O, predict the reaction product. The product is: [CH2:16]([NH:24][C:2]1[CH:7]=[CH:6][N:5]=[C:4]2[S:8][C:9]([C:11]([O:13][CH2:14][CH3:15])=[O:12])=[CH:10][C:3]=12)[CH2:17][C:18]1[CH:23]=[CH:22][CH:21]=[CH:20][CH:19]=1. (4) Given the reactants FC(F)(F)C(O)=O.[F:8][C:9]1[CH:10]=[C:11]([CH:48]=[CH:49][CH:50]=1)[CH2:12][N:13]1[CH:17]=[C:16]([C:18]2[C:26]3[C:21](=[N:22][CH:23]=[C:24]([C:27]4[CH:28]=[N:29][N:30]([CH:32]5[CH2:37][CH2:36][NH:35][CH2:34][CH2:33]5)[CH:31]=4)[CH:25]=3)[N:20]([S:38]([C:41]3[CH:47]=[CH:46][C:44]([CH3:45])=[CH:43][CH:42]=3)(=[O:40])=[O:39])[CH:19]=2)[CH:15]=[N:14]1.[CH3:51][C@H:52]1[CH2:54][O:53]1.CCN(C(C)C)C(C)C, predict the reaction product. The product is: [F:8][C:9]1[CH:10]=[C:11]([CH:48]=[CH:49][CH:50]=1)[CH2:12][N:13]1[CH:17]=[C:16]([C:18]2[C:26]3[C:21](=[N:22][CH:23]=[C:24]([C:27]4[CH:28]=[N:29][N:30]([CH:32]5[CH2:37][CH2:36][N:35]([CH2:51][CH:52]([OH:53])[CH3:54])[CH2:34][CH2:33]5)[CH:31]=4)[CH:25]=3)[N:20]([S:38]([C:41]3[CH:47]=[CH:46][C:44]([CH3:45])=[CH:43][CH:42]=3)(=[O:39])=[O:40])[CH:19]=2)[CH:15]=[N:14]1. (5) The product is: [Si:1]([O:8][CH2:9][C:10]([CH3:40])([CH3:39])[CH2:11][N:12]1[CH:21]=[C:20]([CH:22]([OH:23])[CH3:41])[C:19]2[C:14](=[CH:15][CH:16]=[C:17]([C:24]3[CH:25]=[C:26]([CH:33]=[C:34]([F:37])[C:35]=3[CH3:36])[C:27]([NH:29][CH:30]3[CH2:31][CH2:32]3)=[O:28])[CH:18]=2)[C:13]1=[O:38])([C:4]([CH3:6])([CH3:7])[CH3:5])([CH3:3])[CH3:2]. Given the reactants [Si:1]([O:8][CH2:9][C:10]([CH3:40])([CH3:39])[CH2:11][N:12]1[CH:21]=[C:20]([CH:22]=[O:23])[C:19]2[C:14](=[CH:15][CH:16]=[C:17]([C:24]3[CH:25]=[C:26]([CH:33]=[C:34]([F:37])[C:35]=3[CH3:36])[C:27]([NH:29][CH:30]3[CH2:32][CH2:31]3)=[O:28])[CH:18]=2)[C:13]1=[O:38])([C:4]([CH3:7])([CH3:6])[CH3:5])([CH3:3])[CH3:2].[CH3:41][Mg]Cl, predict the reaction product. (6) Given the reactants [CH3:1][C:2]([CH3:7])([CH2:5][NH2:6])[CH2:3][NH2:4].[ClH:8].[NH2:9][C:10](N)=N, predict the reaction product. The product is: [ClH:8].[CH3:1][C:2]1([CH3:7])[CH2:5][NH:6][C:10]([NH2:9])=[N:4][CH2:3]1.